Dataset: Forward reaction prediction with 1.9M reactions from USPTO patents (1976-2016). Task: Predict the product of the given reaction. (1) Given the reactants [CH3:1][O:2][C:3]1[CH:4]=[C:5]2[C:9](=[CH:10][C:11]=1[O:12][CH3:13])[NH:8][CH:7]=[C:6]2[C:14]1[N:23]([S:24]([C:27]2[CH:32]=[CH:31][C:30]([CH3:33])=[CH:29][CH:28]=2)(=[O:26])=[O:25])[C:17]2=[N:18][CH:19]=[C:20]([F:22])[CH:21]=[C:16]2[CH:15]=1.[OH-].[K+].C(=O)([O-])[O-].[K+].[K+].Cl[CH2:43][Cl:44].[CH3:45]O, predict the reaction product. The product is: [F:22][C:20]1[CH:21]=[C:16]2[CH:15]=[C:14]([C:6]3[C:5]4[C:9](=[CH:10][C:11]([O:12][CH3:13])=[C:3]([O:2][CH3:1])[CH:4]=4)[N:8]([CH2:45][CH2:43][Cl:44])[CH:7]=3)[N:23]([S:24]([C:27]3[CH:32]=[CH:31][C:30]([CH3:33])=[CH:29][CH:28]=3)(=[O:26])=[O:25])[C:17]2=[N:18][CH:19]=1. (2) Given the reactants [F:1][C:2]1[CH:9]=[CH:8][CH:7]=[CH:6][C:3]=1[CH2:4][NH2:5].[C:10]([NH:18][C:19]1[S:20][C:21]([C:25](Cl)=[O:26])=[C:22]([CH3:24])[N:23]=1)(=[O:17])[C:11]1[CH:16]=[CH:15][CH:14]=[CH:13][CH:12]=1, predict the reaction product. The product is: [F:1][C:2]1[CH:9]=[CH:8][CH:7]=[CH:6][C:3]=1[CH2:4][NH:5][C:25]([C:21]1[S:20][C:19]([NH:18][C:10](=[O:17])[C:11]2[CH:12]=[CH:13][CH:14]=[CH:15][CH:16]=2)=[N:23][C:22]=1[CH3:24])=[O:26].